This data is from Full USPTO retrosynthesis dataset with 1.9M reactions from patents (1976-2016). The task is: Predict the reactants needed to synthesize the given product. (1) Given the product [Cl:1][C:2]1[CH:3]=[C:4]([CH:21]=[CH:22][C:23]=1[Cl:24])[CH2:5][NH:6][C:7]([NH:8][C:9]1[S:10][CH:11]=[C:12]([CH:14]=[O:15])[N:13]=1)=[O:20], predict the reactants needed to synthesize it. The reactants are: [Cl:1][C:2]1[CH:3]=[C:4]([CH:21]=[CH:22][C:23]=1[Cl:24])[CH2:5][NH:6][C:7](=[O:20])[NH:8][C:9]1[S:10][CH:11]=[C:12]([C:14](N(OC)C)=[O:15])[N:13]=1.[H-].[Al+3].[Li+].[H-].[H-].[H-]. (2) Given the product [O:1]1[CH:5]=[CH:4][CH:3]=[C:2]1[C:6]1[NH:18][C:9]2=[N:10][CH:11]=[C:12]([S:14]([CH3:17])(=[O:16])=[O:15])[CH:13]=[C:8]2[CH:7]=1, predict the reactants needed to synthesize it. The reactants are: [O:1]1[CH:5]=[CH:4][CH:3]=[C:2]1[C:6]1[N:18](S(C2C=CC=CC=2)(=O)=O)[C:9]2=[N:10][CH:11]=[C:12]([S:14]([CH3:17])(=[O:16])=[O:15])[CH:13]=[C:8]2[CH:7]=1.[OH-].[K+].O. (3) Given the product [NH2:1][C:2]1[C:7]([C:8]#[N:9])=[C:6]([C:10]2[CH:11]=[CH:12][C:13]([O:14][CH2:15][CH2:16][O:17][C:18](=[O:24])/[CH:19]=[CH:20]\[C:21]([O-:23])=[O:22])=[CH:25][CH:26]=2)[C:5]([C:27]#[N:28])=[C:4]([S:29][CH2:30][C:31]2[N:32]=[C:33]([C:36]3[CH:37]=[CH:38][C:39]([Cl:42])=[CH:40][CH:41]=3)[S:34][CH:35]=2)[N:3]=1.[OH:53][CH2:52][CH2:51][NH2+:50][CH2:54][CH2:55][OH:56], predict the reactants needed to synthesize it. The reactants are: [NH2:1][C:2]1[C:7]([C:8]#[N:9])=[C:6]([C:10]2[CH:26]=[CH:25][C:13]([O:14][CH2:15][CH2:16][O:17][C:18](=[O:24])/[CH:19]=[CH:20]\[C:21]([O-:23])=[O:22])=[CH:12][CH:11]=2)[C:5]([C:27]#[N:28])=[C:4]([S:29][CH2:30][C:31]2[N:32]=[C:33]([C:36]3[CH:41]=[CH:40][C:39]([Cl:42])=[CH:38][CH:37]=3)[S:34][CH:35]=2)[N:3]=1.OCC[N+](C)(C)C.[NH:50]([CH2:54][CH2:55][OH:56])[CH2:51][CH2:52][OH:53]. (4) Given the product [C:26]([N:10]1[CH2:9][C:8]2[CH:11]=[CH:12][C:13]([C:15]([O:17][CH3:18])=[O:16])=[CH:14][C:7]=2[O:6][CH2:5][C@H:4]1[CH:1]([CH3:3])[CH3:2])(=[O:28])[CH3:27], predict the reactants needed to synthesize it. The reactants are: [CH:1]([C@H:4]1[NH:10][CH2:9][C:8]2[CH:11]=[CH:12][C:13]([C:15]([O:17][CH3:18])=[O:16])=[CH:14][C:7]=2[O:6][CH2:5]1)([CH3:3])[CH3:2].CCN(CC)CC.[C:26](Cl)(=[O:28])[CH3:27]. (5) Given the product [CH3:7][C:8]([C:26]1[CH:27]=[CH:28][C:29]([C:32]2[O:36][N:35]=[C:34]([CH2:37][OH:38])[CH:33]=2)=[CH:30][CH:31]=1)([C:12]1[CH:17]=[CH:16][C:15]([O:18][CH2:19][C:20]2[CH:25]=[CH:24][CH:23]=[CH:22][N:21]=2)=[CH:14][N:13]=1)[CH:9]([CH3:11])[CH3:10], predict the reactants needed to synthesize it. The reactants are: [H-].[Al+3].[Li+].[H-].[H-].[H-].[CH3:7][C:8]([C:26]1[CH:31]=[CH:30][C:29]([C:32]2[O:36][N:35]=[C:34]([C:37](OCC)=[O:38])[CH:33]=2)=[CH:28][CH:27]=1)([C:12]1[CH:17]=[CH:16][C:15]([O:18][CH2:19][C:20]2[CH:25]=[CH:24][CH:23]=[CH:22][N:21]=2)=[CH:14][N:13]=1)[CH:9]([CH3:11])[CH3:10].[OH-].[Na+]. (6) Given the product [CH:13]([C:2]1[C:3]([F:12])=[C:4]([C:7]([O:10][CH3:11])=[CH:8][CH:9]=1)[C:5]#[N:6])=[CH2:14], predict the reactants needed to synthesize it. The reactants are: Br[C:2]1[C:3]([F:12])=[C:4]([C:7]([O:10][CH3:11])=[CH:8][CH:9]=1)[C:5]#[N:6].[CH:13]([B-](F)(F)F)=[CH2:14].[K+].CCO.